From a dataset of Forward reaction prediction with 1.9M reactions from USPTO patents (1976-2016). Predict the product of the given reaction. (1) Given the reactants C([N:3]([CH2:14][CH3:15])[C:4](=[O:13])[C:5]1[C:10]([CH3:11])=[CH:9][CH:8]=[CH:7][C:6]=1[CH3:12])C.C(C1[CH2:23][CH2:22][N:21]([CH3:24])[CH2:20][CH2:19]1)#N, predict the reaction product. The product is: [CH3:11][C:10]1[CH:9]=[CH:8][CH:7]=[C:6]2[C:5]=1[C:4](=[O:13])[NH:3][C:14]([CH:15]1[CH2:23][CH2:22][N:21]([CH3:24])[CH2:20][CH2:19]1)=[CH:12]2. (2) Given the reactants [NH2:1][CH2:2][CH:3]1[CH2:12][CH2:11][CH2:10][C:9]2[CH:8]=[C:7]([NH:13][S:14]([C:17]3[CH:22]=[CH:21][CH:20]=[CH:19][CH:18]=3)(=[O:16])=[O:15])[CH:6]=[CH:5][C:4]1=2.[CH2:23](N(CC)CC)[CH3:24].[C:40]([O:39][BH-]([O:39][C:40](=[O:42])[CH3:41])[O:39][C:40](=[O:42])[CH3:41])(=[O:42])[CH3:41].[Na+], predict the reaction product. The product is: [CH2:23]([O:39][C:40](=[O:42])[CH2:41][NH:1][CH2:2][C:3]1[C:4]2[C:9](=[CH:8][C:7]([NH:13][S:14]([C:17]3[CH:18]=[CH:19][CH:20]=[CH:21][CH:22]=3)(=[O:16])=[O:15])=[CH:6][CH:5]=2)[CH:10]=[CH:11][CH:12]=1)[CH3:24]. (3) Given the reactants [CH3:1][O:2][C:3]1[CH:8]=[CH:7][C:6]([O:9][C:10]2[CH:15]=[CH:14][CH:13]=[CH:12][CH:11]=2)=[CH:5][C:4]=1[S:16](Cl)(=[O:18])=[O:17].[NH3:20], predict the reaction product. The product is: [CH3:1][O:2][C:3]1[CH:8]=[CH:7][C:6]([O:9][C:10]2[CH:15]=[CH:14][CH:13]=[CH:12][CH:11]=2)=[CH:5][C:4]=1[S:16]([NH2:20])(=[O:18])=[O:17]. (4) The product is: [CH3:1][O:2][C:3](=[O:8])[CH:4]([CH2:13][C:14]([C:16]1[CH:21]=[C:20]([O:22][CH3:23])[CH:19]=[CH:18][C:17]=1[O:24][CH3:25])=[O:15])[C:5](=[O:7])[CH3:6]. Given the reactants [CH3:1][O:2][C:3](=[O:8])[CH2:4][C:5](=[O:7])[CH3:6].C[O-].[Na+].Br[CH2:13][C:14]([C:16]1[CH:21]=[C:20]([O:22][CH3:23])[CH:19]=[CH:18][C:17]=1[O:24][CH3:25])=[O:15], predict the reaction product.